Predict the product of the given reaction. From a dataset of Forward reaction prediction with 1.9M reactions from USPTO patents (1976-2016). (1) Given the reactants [BH4-].[Na+].C(O)(=O)C.[H][H].Cl.[Br:10][C:11]1[CH:12]=[C:13]2[C:17](=[C:18]([C:20]([NH2:22])=[O:21])[CH:19]=1)[NH:16][CH:15]=[C:14]2[C:23]1[CH2:24][CH2:25][NH:26][CH2:27][CH:28]=1.Cl.[OH-].[Na+], predict the reaction product. The product is: [Br:10][C:11]1[CH:12]=[C:13]2[C:17](=[C:18]([C:20]([NH2:22])=[O:21])[CH:19]=1)[NH:16][CH:15]=[C:14]2[CH:23]1[CH2:24][CH2:25][NH:26][CH2:27][CH2:28]1. (2) Given the reactants [NH2:1][C:2]1[CH:3]=[N:4][CH:5]=[CH:6][C:7]=1[N:8]1[CH2:13][C@H:12]([CH3:14])[CH2:11][C@H:10]([NH:15][C:16](=[O:22])[O:17][C:18]([CH3:21])([CH3:20])[CH3:19])[CH2:9]1.[CH2:23]([C:26]1[S:34][C:33]2[C:28](=[N:29][C:30]([C:35](O)=[O:36])=[CH:31][CH:32]=2)[CH:27]=1)[CH2:24][CH3:25].CCN(C(C)C)C(C)C.CN(C(ON1N=NC2C=CC=NC1=2)=[N+](C)C)C.F[P-](F)(F)(F)(F)F, predict the reaction product. The product is: [CH3:14][C@H:12]1[CH2:13][N:8]([C:7]2[CH:6]=[CH:5][N:4]=[CH:3][C:2]=2[NH:1][C:35]([C:30]2[N:29]=[C:28]3[CH:27]=[C:26]([CH2:23][CH2:24][CH3:25])[S:34][C:33]3=[CH:32][CH:31]=2)=[O:36])[CH2:9][C@@H:10]([NH:15][C:16](=[O:22])[O:17][C:18]([CH3:21])([CH3:20])[CH3:19])[CH2:11]1.